Dataset: Full USPTO retrosynthesis dataset with 1.9M reactions from patents (1976-2016). Task: Predict the reactants needed to synthesize the given product. (1) The reactants are: [CH2:1]([O:3][CH2:4][CH2:5][CH2:6][C:7]([O:9]CC)=[O:8])[CH3:2].[OH-].[Na+]. Given the product [CH2:1]([O:3][CH2:4][CH2:5][CH2:6][C:7]([OH:9])=[O:8])[CH3:2], predict the reactants needed to synthesize it. (2) Given the product [CH3:13][O:12][C:10]([C:8]1([CH2:16][CH3:17])[CH2:7][C:6]2[CH:14]=[CH:15][C:3]([OH:2])=[CH:4][C:5]=2[O:9]1)=[O:11], predict the reactants needed to synthesize it. The reactants are: C[O:2][C:3]1[CH:15]=[CH:14][C:6]2[CH:7]=[C:8]([C:10]([O:12][CH3:13])=[O:11])[O:9][C:5]=2[CH:4]=1.[CH2:16](I)[CH3:17]. (3) Given the product [CH2:17]([O:16][C:12](=[O:15])[CH2:13][O:14][S:7]([CH3:10])(=[O:8])=[O:6])[CH3:18], predict the reactants needed to synthesize it. The reactants are: CN(C)CCC[O:6][S:7]([CH3:10])(=O)=[O:8].[C:12]([O:16][CH2:17][CH3:18])(=[O:15])[CH2:13][OH:14]. (4) Given the product [Cl:18][C:17]1[C:12]([O:11][C:8]2[CH:9]=[CH:10][C:5]([O:4][C:2]([N:33]3[CH2:34][CH2:35][N:30]([CH2:29][CH:23]4[CH2:24][CH2:25][CH2:26][CH2:27][CH2:28]4)[CH2:31][CH2:32]3)=[O:3])=[CH:6][CH:7]=2)=[N:13][CH:14]=[C:15]([C:19]([F:22])([F:21])[F:20])[CH:16]=1, predict the reactants needed to synthesize it. The reactants are: Cl[C:2]([O:4][C:5]1[CH:10]=[CH:9][C:8]([O:11][C:12]2[C:17]([Cl:18])=[CH:16][C:15]([C:19]([F:22])([F:21])[F:20])=[CH:14][N:13]=2)=[CH:7][CH:6]=1)=[O:3].[CH:23]1([CH2:29][N:30]2[CH2:35][CH2:34][NH:33][CH2:32][CH2:31]2)[CH2:28][CH2:27][CH2:26][CH2:25][CH2:24]1.[K+].[Br-]. (5) Given the product [CH3:26][O:27][CH2:28][CH2:29][NH:30][C:21]([C:19]1[CH:18]=[CH:17][C:13]2[N:14]([CH2:15][CH3:16])[C:10]([NH:9][C:7]3[S:8][C:4]4[CH:3]=[C:2]([Cl:1])[CH:25]=[CH:24][C:5]=4[N:6]=3)=[N:11][C:12]=2[CH:20]=1)=[O:22], predict the reactants needed to synthesize it. The reactants are: [Cl:1][C:2]1[CH:25]=[CH:24][C:5]2[N:6]=[C:7]([NH:9][C:10]3[N:14]([CH2:15][CH3:16])[C:13]4[CH:17]=[CH:18][C:19]([C:21](O)=[O:22])=[CH:20][C:12]=4[N:11]=3)[S:8][C:4]=2[CH:3]=1.[CH3:26][O:27][CH2:28][CH2:29][NH2:30].CN(C(ON1N=NC2C=CC=CC1=2)=[N+](C)C)C.F[P-](F)(F)(F)(F)F.CCN(C(C)C)C(C)C.